Dataset: Reaction yield outcomes from USPTO patents with 853,638 reactions. Task: Predict the reaction yield, written as a fraction of the theoretical maximum amount of product (1.0 means a 100% yield; for example, 0.34 means a 34% yield). The reactants are [CH:1]([O:4][C:5](=[O:29])[NH:6][C:7]1[CH:12]=[CH:11][C:10]([C:13]2[N:14]([CH:25]3[CH2:28][CH2:27][CH2:26]3)[C:15]3[C:20]([C:21]=2[C:22]#[N:23])=[CH:19][CH:18]=[C:17]([OH:24])[CH:16]=3)=[CH:9][CH:8]=1)([CH3:3])[CH3:2].C([O-])([O-])=O.[K+].[K+].CC1(C)[O:41][CH:40]([CH2:42][CH2:43]OS(C2C=CC([N+]([O-])=O)=CC=2)(=O)=O)[CH2:39][O:38]1.O. The catalyst is CN(C=O)C. The product is [CH:1]([O:4][C:5](=[O:29])[NH:6][C:7]1[CH:8]=[CH:9][C:10]([C:13]2[N:14]([CH:25]3[CH2:28][CH2:27][CH2:26]3)[C:15]3[C:20]([C:21]=2[C:22]#[N:23])=[CH:19][CH:18]=[C:17]([O:24][CH2:43][CH2:42][CH:40]([OH:41])[CH2:39][OH:38])[CH:16]=3)=[CH:11][CH:12]=1)([CH3:3])[CH3:2]. The yield is 0.840.